Dataset: Full USPTO retrosynthesis dataset with 1.9M reactions from patents (1976-2016). Task: Predict the reactants needed to synthesize the given product. (1) Given the product [C:4]([O:3][C:1]([N:8]1[CH2:15][CH2:14][CH2:13][CH:9]1[C:10](=[O:12])[NH:25][CH2:26][C:31]1[CH:30]=[C:29]([Cl:52])[CH:28]=[CH:27][N:23]=1)=[O:2])([CH3:5])([CH3:6])[CH3:7], predict the reactants needed to synthesize it. The reactants are: [C:1]([N:8]1[CH2:15][CH2:14][CH2:13][C@H:9]1[C:10]([OH:12])=O)([O:3][C:4]([CH3:7])([CH3:6])[CH3:5])=[O:2].F[P-](F)(F)(F)(F)F.[N:23]1(O[P+](N(C)C)(N(C)C)N(C)C)[C:27]2[CH:28]=[CH:29][CH:30]=[CH:31][C:26]=2[N:25]=N1.C(N(CC)CC)C.O.C(Cl)[Cl:52]. (2) Given the product [Cl:28][C:29]1[S:30][C:31]([Cl:38])=[CH:32][C:33]=1[S:34]([NH:1][C:2]1[CH:3]=[CH:4][C:5]([O:24][CH2:25][CH2:26][CH3:27])=[C:6]([C:8]2[NH:13][C:12](=[O:14])[C:11]3=[C:15]([CH3:23])[N:16]=[C:17]([CH:18]4[CH2:22][CH2:21][CH2:20][CH2:19]4)[N:10]3[N:9]=2)[CH:7]=1)(=[O:36])=[O:35], predict the reactants needed to synthesize it. The reactants are: [NH2:1][C:2]1[CH:3]=[CH:4][C:5]([O:24][CH2:25][CH2:26][CH3:27])=[C:6]([C:8]2[NH:13][C:12](=[O:14])[C:11]3=[C:15]([CH3:23])[N:16]=[C:17]([CH:18]4[CH2:22][CH2:21][CH2:20][CH2:19]4)[N:10]3[N:9]=2)[CH:7]=1.[Cl:28][C:29]1[S:30][C:31]([Cl:38])=[CH:32][C:33]=1[S:34](Cl)(=[O:36])=[O:35].N1C=CC=CC=1. (3) Given the product [CH3:10][O:9][C:7]1[CH:6]=[C:5]([CH2:11][CH:12]([C:16]2[CH:21]=[CH:20][C:19]([O:22][C:23]3[CH:24]=[CH:25][C:26]([CH2:29][CH2:30][C:31]([O:33][CH2:34][CH3:35])=[O:32])=[CH:27][CH:28]=3)=[CH:18][CH:17]=2)[C:13]([OH:15])=[O:14])[CH:4]=[C:3]([O:2][CH3:1])[CH:8]=1, predict the reactants needed to synthesize it. The reactants are: [CH3:1][O:2][C:3]1[CH:4]=[C:5]([CH:11]=[C:12]([C:16]2[CH:21]=[CH:20][C:19]([O:22][C:23]3[CH:28]=[CH:27][C:26]([CH:29]=[CH:30][C:31]([O:33][CH2:34][CH3:35])=[O:32])=[CH:25][CH:24]=3)=[CH:18][CH:17]=2)[C:13]([OH:15])=[O:14])[CH:6]=[C:7]([O:9][CH3:10])[CH:8]=1. (4) Given the product [F:18][C:19]1[C:20]([O:12][C:11](=[O:13])[C:10]2[CH:14]=[CH:15][CH:16]=[CH:17][C:9]=2[NH:8][CH2:7][C:4]2[CH:3]=[CH:2][N:1]=[CH:6][CH:5]=2)=[C:21]([F:28])[C:22]([F:27])=[C:23]([F:26])[C:24]=1[F:25], predict the reactants needed to synthesize it. The reactants are: [N:1]1[CH:6]=[CH:5][C:4]([CH2:7][NH:8][C:9]2[CH:17]=[CH:16][CH:15]=[CH:14][C:10]=2[C:11]([OH:13])=[O:12])=[CH:3][CH:2]=1.[F:18][C:19]1[C:24]([F:25])=[C:23]([F:26])[C:22]([F:27])=[C:21]([F:28])[C:20]=1O. (5) Given the product [CH2:2]([N:9]1[CH2:14][CH2:13][CH:12]2[C:11](=[N:27][CH:25]=[N:26][C:15]2=[O:17])[CH2:10]1)[C:3]1[CH:8]=[CH:7][CH:6]=[CH:5][CH:4]=1, predict the reactants needed to synthesize it. The reactants are: Cl.[CH2:2]([N:9]1[CH2:14][CH2:13][CH:12]([C:15]([O:17]CC)=O)[C:11](=O)[CH2:10]1)[C:3]1[CH:8]=[CH:7][CH:6]=[CH:5][CH:4]=1.C(O)(=O)C.[CH:25]([NH2:27])=[NH:26]. (6) Given the product [F:30][C:20]1[CH:19]=[C:18]([CH:23]=[C:22]([N:24]2[CH2:29][CH2:28][CH2:27][CH2:26][CH2:25]2)[CH:21]=1)[C:17]([NH:16][C:9]1[C:10]2[C:15](=[CH:14][CH:13]=[CH:12][CH:11]=2)[C:6]([O:5][CH2:4][CH2:3][CH2:2][N:36]2[CH2:37][CH2:38][CH:33]([OH:32])[CH2:34][CH2:35]2)=[CH:7][CH:8]=1)=[O:31], predict the reactants needed to synthesize it. The reactants are: Cl[CH2:2][CH2:3][CH2:4][O:5][C:6]1[C:15]2[C:10](=[CH:11][CH:12]=[CH:13][CH:14]=2)[C:9]([NH:16][C:17](=[O:31])[C:18]2[CH:23]=[C:22]([N:24]3[CH2:29][CH2:28][CH2:27][CH2:26][CH2:25]3)[CH:21]=[C:20]([F:30])[CH:19]=2)=[CH:8][CH:7]=1.[OH:32][CH:33]1[CH2:38][CH2:37][NH:36][CH2:35][CH2:34]1. (7) Given the product [C:42]([C:40]1[CH:39]=[CH:38][C:28]2[NH:29][C:25]([C:22]([C:6]3[C:5]([O:4][CH2:3][C:2]([NH2:1])=[O:44])=[CH:13][C:12]([CH3:14])=[C:11]4[C:7]=3[CH:8]=[CH:9][NH:10]4)([OH:24])[CH3:23])=[N:26][C:27]=2[CH:41]=1)#[N:43], predict the reactants needed to synthesize it. The reactants are: [NH2:1][C:2](=[O:44])[CH2:3][O:4][C:5]1[C:6]([C:22]([C:25]2[N:29](COCC[Si](C)(C)C)[C:28]3[CH:38]=[CH:39][C:40]([C:42]#[N:43])=[CH:41][C:27]=3[N:26]=2)([OH:24])[CH3:23])=[C:7]2[C:11](=[C:12]([CH3:14])[CH:13]=1)[N:10](C(OC(C)(C)C)=O)[CH:9]=[CH:8]2.NC(=O)COC1C(C(C2N(COCC[Si](C)(C)C)C3C=C(C#N)C=CC=3N=2)(O)C)=C2C(=C(C)C=1)N(C(OC(C)(C)C)=O)C=C2.